From a dataset of Full USPTO retrosynthesis dataset with 1.9M reactions from patents (1976-2016). Predict the reactants needed to synthesize the given product. (1) Given the product [Cl:25][C:11]1[CH:12]=[C:13]2[C:8](=[CH:9][CH:10]=1)[N:7]=[C:6]([CH:26]([CH3:28])[CH3:27])[C:5]([C:3]([OH:4])=[O:2])=[C:14]2[C:15]1[CH:20]=[CH:19][CH:18]=[C:17]([C:21]([F:23])([F:22])[F:24])[CH:16]=1, predict the reactants needed to synthesize it. The reactants are: C[O:2][C:3]([C:5]1[C:6]([CH:26]([CH3:28])[CH3:27])=[N:7][C:8]2[C:13]([C:14]=1[C:15]1[CH:20]=[CH:19][CH:18]=[C:17]([C:21]([F:24])([F:23])[F:22])[CH:16]=1)=[CH:12][C:11]([Cl:25])=[CH:10][CH:9]=2)=[O:4].[I-].[Li+]. (2) Given the product [Cl:28][C:29]1[CH:30]=[CH:31][C:32]([CH2:33][N:34]2[C:42]3[C:37](=[CH:38][CH:39]=[CH:40][CH:41]=3)[C:36]([C:3]3[CH:4]=[C:5]([O:26][CH3:19])[CH:6]=[CH:7][C:8]=3[O:9][CH3:1])([OH:43])[C:35]2=[O:44])=[CH:45][CH:46]=1, predict the reactants needed to synthesize it. The reactants are: [CH2:1]1[O:9][C:8]2[C:3](=[CH:4][CH:5]=[C-:6][CH:7]=2)O1.[Mg+2].[Br-].C(N1C2C(=CC=CC=2)[C:19](=[O:26])C1=O)CCCC.[Cl:28][C:29]1[CH:46]=[CH:45][C:32]([CH2:33][N:34]2[C:42]3[C:37](=[CH:38][CH:39]=[CH:40][CH:41]=3)[C:36](=[O:43])[C:35]2=[O:44])=[CH:31][CH:30]=1. (3) Given the product [C:16]([O:20][C:21]([N:23]1[CH2:27][CH2:26][CH2:25][C@@H:24]1[C:28](=[O:30])[NH2:2])=[O:22])([CH3:19])([CH3:18])[CH3:17], predict the reactants needed to synthesize it. The reactants are: C[N:2]1CCOCC1.ClC(OCC(C)C)=O.[C:16]([O:20][C:21]([N:23]1[CH2:27][CH2:26][CH2:25][C@@H:24]1[C:28]([OH:30])=O)=[O:22])([CH3:19])([CH3:18])[CH3:17].[OH-].[NH4+]. (4) Given the product [Cl:16][C:10]1[CH:9]=[C:4]2[C:3]([CH2:2][N:19]([CH3:18])[C:5]2=[O:6])=[CH:12][C:11]=1[N+:13]([O-:15])=[O:14], predict the reactants needed to synthesize it. The reactants are: Br[CH2:2][C:3]1[CH:12]=[C:11]([N+:13]([O-:15])=[O:14])[C:10]([Cl:16])=[CH:9][C:4]=1[C:5](OC)=[O:6].C[CH2:18][N:19](CC)CC.CN.CCO.Cl.